From a dataset of Reaction yield outcomes from USPTO patents with 853,638 reactions. Predict the reaction yield, written as a fraction of the theoretical maximum amount of product (1.0 means a 100% yield; for example, 0.34 means a 34% yield). The reactants are [F:1][C:2]1[CH:3]=[C:4]([C:9](=[O:20])[CH:10]([C:12]2[CH:17]=[C:16]([CH3:18])[CH:15]=[C:14]([CH3:19])[CH:13]=2)[OH:11])[CH:5]=[C:6]([F:8])[CH:7]=1.[N+]([O-])([O-])=O.[NH4+].C(OCC)(=O)C. The catalyst is C(O)(=O)C.O.C(O[Cu]OC(=O)C)(=O)C. The product is [F:1][C:2]1[CH:3]=[C:4]([C:9](=[O:20])[C:10]([C:12]2[CH:13]=[C:14]([CH3:19])[CH:15]=[C:16]([CH3:18])[CH:17]=2)=[O:11])[CH:5]=[C:6]([F:8])[CH:7]=1. The yield is 0.540.